This data is from Catalyst prediction with 721,799 reactions and 888 catalyst types from USPTO. The task is: Predict which catalyst facilitates the given reaction. (1) Reactant: F[P-](F)(F)(F)(F)F.[N:8]1([O:17]C(N(C)C)=[N+](C)C)[C:12]2N=[CH:14][CH:15]=[CH:16][C:11]=2N=N1.C(N(C(C)C)C(C)C)C.[O:34]1[CH2:38][CH2:37][CH2:36][CH2:35]1. Product: [C:35]([O:34][CH2:38][CH3:37])(=[O:17])[CH3:36].[CH2:35]([OH:34])[CH3:36].[NH3:8].[CH2:14]1[C:12]2[C:11](=[CH:35][CH:36]=[CH:37][CH:38]=2)[CH2:16][CH2:15]1. The catalyst class is: 13. (2) Reactant: C(OC([NH:8]/[C:9](/[NH:18][C:19]1[CH:24]=[CH:23][C:22]([N:25]2[CH2:33][CH2:32][CH2:31][C@@H:26]2[C:27]([NH:29][CH3:30])=[O:28])=[CH:21][CH:20]=1)=[N:10]/C(OC(C)(C)C)=O)=O)(C)(C)C.C(O)(C(F)(F)F)=O.[OH-].[K+]. Product: [CH3:30][NH:29][C:27]([C@H:26]1[CH2:31][CH2:32][CH2:33][N:25]1[C:22]1[CH:23]=[CH:24][C:19]([NH:18][C:9]([NH2:10])=[NH:8])=[CH:20][CH:21]=1)=[O:28]. The catalyst class is: 2. (3) Reactant: [CH3:1][C:2]1[N:3]=[C:4]([C:10]2[CH:15]=[C:14]([O:16][CH3:17])[C:13]([O:18][CH3:19])=[C:12]([O:20][CH3:21])[CH:11]=2)[O:5][C:6]=1[CH2:7][CH2:8][OH:9].[C:22]1([CH3:32])[CH:27]=[CH:26][C:25]([S:28](Cl)(=[O:30])=[O:29])=[CH:24][CH:23]=1.N1C=CC=CC=1. Product: [C:22]1([CH3:32])[CH:27]=[CH:26][C:25]([S:28]([O:9][CH2:8][CH2:7][C:6]2[O:5][C:4]([C:10]3[CH:15]=[C:14]([O:16][CH3:17])[C:13]([O:18][CH3:19])=[C:12]([O:20][CH3:21])[CH:11]=3)=[N:3][C:2]=2[CH3:1])(=[O:30])=[O:29])=[CH:24][CH:23]=1. The catalyst class is: 6. (4) Reactant: [CH3:1][C:2]1[CH:7]=[CH:6][CH:5]=[C:4]([C:8]#[C:9][CH:10]=[C:11]2[CH2:16][CH2:15][NH:14][CH2:13][CH2:12]2)[N:3]=1.[C:17]1([NH:23][C:24]([C:26]2[O:27][C:28](Br)=[CH:29][CH:30]=2)=[O:25])[CH:22]=[CH:21][CH:20]=[CH:19][CH:18]=1. Product: [CH3:1][C:2]1[N:3]=[C:4]([C:8]#[C:9][CH:10]=[C:11]2[CH2:12][CH2:13][N:14]([C:28]3[O:27][C:26]([C:24]([NH:23][C:17]4[CH:22]=[CH:21][CH:20]=[CH:19][CH:18]=4)=[O:25])=[CH:30][CH:29]=3)[CH2:15][CH2:16]2)[CH:5]=[CH:6][CH:7]=1. The catalyst class is: 6. (5) Reactant: [F:1][C:2]1[C:7]([O:8][CH3:9])=[CH:6][C:5]([O:10][CH3:11])=[C:4]([F:12])[C:3]=1[N:13]1[CH2:18][C:17]2[CH:19]=[N:20][C:21]3[NH:25][N:24]=[CH:23][C:22]=3[C:16]=2[N:15]([C:26]2[C:27]([F:35])=[C:28]([CH:32]=[CH:33][CH:34]=2)[C:29](O)=[O:30])[C:14]1=[O:36].[CH3:37][CH:38]([NH2:40])[CH3:39].F[P-](F)(F)(F)(F)F.N1(O[P+](N(C)C)(N(C)C)N(C)C)C2C=CC=CC=2N=N1.C(N(CC)C(C)C)(C)C. Product: [F:12][C:4]1[C:5]([O:10][CH3:11])=[CH:6][C:7]([O:8][CH3:9])=[C:2]([F:1])[C:3]=1[N:13]1[CH2:18][C:17]2[CH:19]=[N:20][C:21]3[NH:25][N:24]=[CH:23][C:22]=3[C:16]=2[N:15]([C:26]2[C:27]([F:35])=[C:28]([CH:32]=[CH:33][CH:34]=2)[C:29]([NH:40][CH:38]([CH3:39])[CH3:37])=[O:30])[C:14]1=[O:36]. The catalyst class is: 9. (6) Reactant: Cl[C:2]([O:4][CH3:5])=[O:3].[CH3:6][O:7][C:8](=[O:40])[CH2:9][C@H:10]1[C:14]2[CH:15]=[CH:16][C:17]([O:19][C@H:20]3[C:28]4[C:23](=[C:24]([CH2:33][N:34]5[CH2:39][CH2:38][NH:37][CH2:36][CH2:35]5)[C:25]([C:29]([F:32])([F:31])[F:30])=[CH:26][CH:27]=4)[CH2:22][CH2:21]3)=[CH:18][C:13]=2[O:12][CH2:11]1.C(N(CC)CC)C. Product: [CH3:6][O:7][C:8](=[O:40])[CH2:9][C@H:10]1[C:14]2[CH:15]=[CH:16][C:17]([O:19][C@H:20]3[C:28]4[C:23](=[C:24]([CH2:33][N:34]5[CH2:35][CH2:36][N:37]([C:2]([O:4][CH3:5])=[O:3])[CH2:38][CH2:39]5)[C:25]([C:29]([F:30])([F:31])[F:32])=[CH:26][CH:27]=4)[CH2:22][CH2:21]3)=[CH:18][C:13]=2[O:12][CH2:11]1. The catalyst class is: 4.